This data is from Full USPTO retrosynthesis dataset with 1.9M reactions from patents (1976-2016). The task is: Predict the reactants needed to synthesize the given product. (1) Given the product [Cl:1][C:2]1[C:7]2=[N:8][CH:9]=[C:10]([O:12][CH2:13][C:14]([N:18]([CH3:17])[CH3:20])=[O:15])[N:11]=[C:6]2[CH:5]=[CH:4][N:3]=1, predict the reactants needed to synthesize it. The reactants are: [Cl:1][C:2]1[C:7]2=[N:8][CH:9]=[C:10]([O:12][CH2:13][C:14]3[O:15]C=[CH:17][N:18]=3)[N:11]=[C:6]2[CH:5]=[CH:4][N:3]=1.Cl[C:20]1N=C2C=CN=C(Cl)C2=NC=1.OCC(N(C)C)=O. (2) Given the product [Cl:1][C:2]1([C:9](=[O:11])[NH:8][C:5]2[CH:6]=[CH:38][CH:37]=[C:36]([C:40](=[O:39])[NH:25][C:26]3[CH:27]=[N:28][CH:29]=[CH:30][CH:31]=3)[CH:4]=2)[CH:7]=[CH:6][C:5]([N:8]([C:12]2[CH:17]=[CH:16][CH:15]=[CH:14][C:13]=2[C:18]([F:20])([F:21])[F:19])[C:9](=[O:11])[NH2:10])=[CH:4][CH2:3]1, predict the reactants needed to synthesize it. The reactants are: [Cl:1][C:2]1[CH:7]=[CH:6][C:5]([N:8]([C:12]2[CH:17]=[CH:16][CH:15]=[CH:14][C:13]=2[C:18]([F:21])([F:20])[F:19])[C:9](=[O:11])[NH2:10])=[CH:4][C:3]=1C(O)=O.[NH2:25][C:26]1[CH:27]=[N:28][CH:29]=[CH:30][CH:31]=1.CS(C)=O.[CH2:36]1[CH2:40][O:39][CH2:38][CH2:37]1.